Dataset: Full USPTO retrosynthesis dataset with 1.9M reactions from patents (1976-2016). Task: Predict the reactants needed to synthesize the given product. (1) The reactants are: [Br:1][C:2]1[CH:3]=[C:4]([CH:9]=[C:10](I)[CH:11]=1)[C:5]([O:7][CH3:8])=[O:6].[C:13](B1OC(C)(C)C(C)(C)O1)([CH3:15])=[CH2:14].C(NC(C)C)(C)C.C(=O)(O)[O-].[Na+]. Given the product [Br:1][C:2]1[CH:3]=[C:4]([CH:9]=[C:10]([C:13]([CH3:15])=[CH2:14])[CH:11]=1)[C:5]([O:7][CH3:8])=[O:6], predict the reactants needed to synthesize it. (2) The reactants are: [CH2:1]([C:8]1[CH:9]=[C:10]([CH:14]=[CH:15][CH:16]=1)[C:11]([NH2:13])=O)[C:2]1[CH:7]=[CH:6][CH:5]=[CH:4][CH:3]=1.[H-].COCCO[Al+]OCCOC.[Na+].[H-]. Given the product [CH2:1]([C:8]1[CH:9]=[C:10]([CH:14]=[CH:15][CH:16]=1)[CH2:11][NH2:13])[C:2]1[CH:3]=[CH:4][CH:5]=[CH:6][CH:7]=1, predict the reactants needed to synthesize it.